Dataset: Catalyst prediction with 721,799 reactions and 888 catalyst types from USPTO. Task: Predict which catalyst facilitates the given reaction. (1) Reactant: [CH2:1]([N:5]1[C:17]2[C:16]3[CH:15]=[C:14]([CH:18]=C)[CH:13]=[CH:12][C:11]=3[N:10]=[C:9]([NH2:20])[C:8]=2[N:7]=[CH:6]1)[CH:2]([CH3:4])[CH3:3].CSC.C[OH:25]. Product: [NH2:20][C:9]1[C:8]2[N:7]=[CH:6][N:5]([CH2:1][CH:2]([CH3:4])[CH3:3])[C:17]=2[C:16]2[CH:15]=[C:14]([CH:18]=[O:25])[CH:13]=[CH:12][C:11]=2[N:10]=1. The catalyst class is: 4. (2) Reactant: [Cl:1][C:2]1[S:3][C:4]([C:7]([OH:9])=O)=[CH:5][N:6]=1.[CH3:10][NH:11][CH3:12].CN(C(ON1N=NC2C=CC=NC1=2)=[N+](C)C)C.F[P-](F)(F)(F)(F)F.CCN(C(C)C)C(C)C. Product: [Cl:1][C:2]1[S:3][C:4]([C:7]([N:11]([CH3:12])[CH3:10])=[O:9])=[CH:5][N:6]=1. The catalyst class is: 3.